From a dataset of Peptide-MHC class II binding affinity with 134,281 pairs from IEDB. Regression. Given a peptide amino acid sequence and an MHC pseudo amino acid sequence, predict their binding affinity value. This is MHC class II binding data. The peptide sequence is EIGWEAGTAAPDEIP. The MHC is HLA-DPA10103-DPB10301 with pseudo-sequence HLA-DPA10103-DPB10301. The binding affinity (normalized) is 0.552.